From a dataset of Full USPTO retrosynthesis dataset with 1.9M reactions from patents (1976-2016). Predict the reactants needed to synthesize the given product. (1) The reactants are: [C:1]([O:5][C:6]([N:8]1[CH2:13][CH2:12][C@@H:11]([NH:14][C@@H:15]([C:17]2[CH:22]=[CH:21][CH:20]=[CH:19][CH:18]=2)[CH3:16])[C@H:10]([C:23]([OH:25])=[O:24])[CH2:9]1)=[O:7])([CH3:4])([CH3:3])[CH3:2].[Si](C=[N+]=[N-])(C)(C)[CH3:27]. Given the product [C:17]1([C@H:15]([NH:14][C@@H:11]2[CH2:12][CH2:13][N:8]([C:6]([O:5][C:1]([CH3:2])([CH3:3])[CH3:4])=[O:7])[CH2:9][C@H:10]2[C:23]([O:25][CH3:27])=[O:24])[CH3:16])[CH:18]=[CH:19][CH:20]=[CH:21][CH:22]=1, predict the reactants needed to synthesize it. (2) Given the product [Cl:1][C:2]1[C:10]([F:11])=[C:9]([F:12])[CH:8]=[CH:7][C:3]=1[C:4]#[N:6], predict the reactants needed to synthesize it. The reactants are: [Cl:1][C:2]1[C:10]([F:11])=[C:9]([F:12])[CH:8]=[CH:7][C:3]=1[C:4]([NH2:6])=O.N1C=CC=CC=1.CN(C)C=O.C(Cl)(=O)C(Cl)=O. (3) Given the product [NH2:7][C:8]1[CH:38]=[CH:37][C:11]([C:12]([C:14]2[CH:23]=[C:22]3[C:17](=[CH:16][CH:15]=2)[N:18]=[CH:19][C:20]([CH:24]2[CH2:29][CH2:28][NH:27][CH2:26][CH2:25]2)=[N:21]3)=[O:13])=[CH:10][CH:9]=1, predict the reactants needed to synthesize it. The reactants are: C([NH:7][C:8]1[CH:38]=[CH:37][C:11]([C:12]([C:14]2[CH:23]=[C:22]3[C:17]([N:18]=[CH:19][C:20]([CH:24]4[CH2:29][CH2:28][N:27](C(OC(C)(C)C)=O)[CH2:26][CH2:25]4)=[N:21]3)=[CH:16][CH:15]=2)=[O:13])=[CH:10][CH:9]=1)(=O)C(C)(C)C.Cl. (4) The reactants are: I[C:2]1C(C2SC=CC=2)=NN[CH:6]=1.[H-].[Na+].C(I)C.[Cl:17][C:18]1[CH:19]=[C:20]([C:23]2[C:27]([I:28])=[CH:26][N:25](CC)[N:24]=2)[S:21][CH:22]=1. Given the product [Cl:17][C:18]1[CH:19]=[C:20]([C:23]2[N:24]([CH2:2][CH3:6])[N:25]=[CH:26][C:27]=2[I:28])[S:21][CH:22]=1, predict the reactants needed to synthesize it.